From a dataset of Full USPTO retrosynthesis dataset with 1.9M reactions from patents (1976-2016). Predict the reactants needed to synthesize the given product. (1) Given the product [NH2:7][C:8]1[N:9]([CH3:26])[C:10](=[O:25])[C:11]([CH3:23])([CH3:24])[C@:12]([C:15]2[CH:20]=[C:19]([NH:34][C:33]3[N:29]([CH3:28])[N:30]=[C:31]([CH3:35])[CH:32]=3)[CH:18]=[CH:17][C:16]=2[F:22])([CH3:14])[N:13]=1, predict the reactants needed to synthesize it. The reactants are: C(OC(=O)[NH:7][C:8]1[N:9]([CH3:26])[C:10](=[O:25])[C:11]([CH3:24])([CH3:23])[C@:12]([C:15]2[CH:20]=[C:19](Br)[CH:18]=[CH:17][C:16]=2[F:22])([CH3:14])[N:13]=1)(C)(C)C.[CH3:28][N:29]1[C:33]([NH2:34])=[CH:32][C:31]([CH3:35])=[N:30]1. (2) Given the product [ClH:2].[Cl:2][C:3]1[C:8]([C@@H:9]2[CH2:11][C@H:10]2[NH2:12])=[CH:7][CH:6]=[C:5]([C:20]2[CH:25]=[CH:24][CH:23]=[C:22]([C:26]([F:27])([F:28])[F:29])[CH:21]=2)[N:4]=1, predict the reactants needed to synthesize it. The reactants are: Cl.[Cl:2][C:3]1[C:8]([C@@H:9]2[CH2:11][C@H:10]2[NH:12]C(=O)OC(C)(C)C)=[CH:7][CH:6]=[C:5]([C:20]2[CH:25]=[CH:24][CH:23]=[C:22]([C:26]([F:29])([F:28])[F:27])[CH:21]=2)[N:4]=1.